From a dataset of NCI-60 drug combinations with 297,098 pairs across 59 cell lines. Regression. Given two drug SMILES strings and cell line genomic features, predict the synergy score measuring deviation from expected non-interaction effect. (1) Drug 1: CC1=C(C=C(C=C1)C(=O)NC2=CC(=CC(=C2)C(F)(F)F)N3C=C(N=C3)C)NC4=NC=CC(=N4)C5=CN=CC=C5. Drug 2: CS(=O)(=O)CCNCC1=CC=C(O1)C2=CC3=C(C=C2)N=CN=C3NC4=CC(=C(C=C4)OCC5=CC(=CC=C5)F)Cl. Cell line: UACC-257. Synergy scores: CSS=-1.54, Synergy_ZIP=0.956, Synergy_Bliss=-0.412, Synergy_Loewe=-2.97, Synergy_HSA=-3.51. (2) Drug 1: C1=CC(=C2C(=C1NCCNCCO)C(=O)C3=C(C=CC(=C3C2=O)O)O)NCCNCCO. Drug 2: C1=NC2=C(N1)C(=S)N=CN2. Cell line: MDA-MB-231. Synergy scores: CSS=33.2, Synergy_ZIP=-10.5, Synergy_Bliss=-19.8, Synergy_Loewe=-22.8, Synergy_HSA=-16.7. (3) Drug 1: C(CC(=O)O)C(=O)CN.Cl. Drug 2: C1=CN(C=N1)CC(O)(P(=O)(O)O)P(=O)(O)O. Cell line: U251. Synergy scores: CSS=5.80, Synergy_ZIP=0.116, Synergy_Bliss=1.56, Synergy_Loewe=-0.161, Synergy_HSA=-0.241. (4) Drug 1: CC1=C(C=C(C=C1)NC2=NC=CC(=N2)N(C)C3=CC4=NN(C(=C4C=C3)C)C)S(=O)(=O)N.Cl. Drug 2: C1=CC(=CC=C1CC(C(=O)O)N)N(CCCl)CCCl.Cl. Cell line: SK-MEL-5. Synergy scores: CSS=9.34, Synergy_ZIP=-0.874, Synergy_Bliss=5.59, Synergy_Loewe=-1.22, Synergy_HSA=-0.694. (5) Drug 1: CC1OCC2C(O1)C(C(C(O2)OC3C4COC(=O)C4C(C5=CC6=C(C=C35)OCO6)C7=CC(=C(C(=C7)OC)O)OC)O)O. Drug 2: CC1C(C(CC(O1)OC2CC(CC3=C2C(=C4C(=C3O)C(=O)C5=C(C4=O)C(=CC=C5)OC)O)(C(=O)CO)O)N)O.Cl. Synergy scores: CSS=68.5, Synergy_ZIP=-2.20, Synergy_Bliss=-3.02, Synergy_Loewe=1.49, Synergy_HSA=3.19. Cell line: RPMI-8226.